From a dataset of Reaction yield outcomes from USPTO patents with 853,638 reactions. Predict the reaction yield, written as a fraction of the theoretical maximum amount of product (1.0 means a 100% yield; for example, 0.34 means a 34% yield). (1) The catalyst is CN(C)C=O. The product is [Br:1][C:2]1[CH:3]=[N:4][C:5]([NH:8][CH2:9][CH:10]2[C:15]([CH3:17])([CH3:16])[CH2:14][CH2:13][CH2:12][N:11]2[C:29]([C:25]2[CH:24]=[CH:23][CH:22]=[C:21]3[C:26]=2[CH:27]=[CH:28][C:19]([CH3:18])=[N:20]3)=[O:30])=[N:6][CH:7]=1. The reactants are [Br:1][C:2]1[CH:3]=[N:4][C:5]([NH:8][CH2:9][CH:10]2[C:15]([CH3:17])([CH3:16])[CH2:14][CH2:13][CH2:12][NH:11]2)=[N:6][CH:7]=1.[CH3:18][C:19]1[CH:28]=[CH:27][C:26]2[C:25]([C:29](O)=[O:30])=[CH:24][CH:23]=[CH:22][C:21]=2[N:20]=1.CN(C(ON1N=NC2C=CC=NC1=2)=[N+](C)C)C.F[P-](F)(F)(F)(F)F.C(N(C(C)C)CC)(C)C. The yield is 0.530. (2) The reactants are CCN=C=NCCCN(C)C.[C:12]([NH:19][C@H:20]([C:22]([OH:24])=[O:23])[CH3:21])([O:14][C:15]([CH3:18])([CH3:17])[CH3:16])=[O:13].[CH2:25](O)[C:26]([CH3:29])([CH3:28])[CH3:27].CCOC(C)=O. The catalyst is CN(C1C=CN=CC=1)C.C(Cl)Cl. The product is [C:15]([O:14][C:12]([NH:19][C@@H:20]([CH3:21])[C:22]([O:24][CH2:25][C:26]([CH3:29])([CH3:28])[CH3:27])=[O:23])=[O:13])([CH3:18])([CH3:16])[CH3:17]. The yield is 0.810. (3) The reactants are Br[C:2]1[CH:3]=[C:4]([CH:20]=[CH:21][CH:22]=1)[CH2:5][NH:6][C:7]([CH2:18][CH3:19])([CH2:16][CH3:17])[C:8]([O:10][CH:11]1[CH2:15][CH2:14][CH2:13][CH2:12]1)=[O:9].[B:23]1([B:23]2[O:27][C:26]([CH3:29])([CH3:28])[C:25]([CH3:31])([CH3:30])[O:24]2)[O:27][C:26]([CH3:29])([CH3:28])[C:25]([CH3:31])([CH3:30])[O:24]1.C([O-])(=O)C.[K+]. The catalyst is CS(C)=O.C1C=CC(P(C2C=CC=CC=2)[C-]2C=CC=C2)=CC=1.C1C=CC(P(C2C=CC=CC=2)[C-]2C=CC=C2)=CC=1.Cl[Pd]Cl.[Fe+2]. The product is [CH2:16]([C:7]([NH:6][CH2:5][C:4]1[CH:20]=[CH:21][CH:22]=[C:2]([B:23]2[O:27][C:26]([CH3:29])([CH3:28])[C:25]([CH3:31])([CH3:30])[O:24]2)[CH:3]=1)([CH2:18][CH3:19])[C:8]([O:10][CH:11]1[CH2:15][CH2:14][CH2:13][CH2:12]1)=[O:9])[CH3:17]. The yield is 0.580.